This data is from Reaction yield outcomes from USPTO patents with 853,638 reactions. The task is: Predict the reaction yield, written as a fraction of the theoretical maximum amount of product (1.0 means a 100% yield; for example, 0.34 means a 34% yield). The reactants are Cl.[N:2]1[CH:7]=[CH:6][CH:5]=[CH:4][C:3]=1[C:8](=[NH:10])[NH2:9].[Cl:11][C:12]([SH:15])(Cl)Cl.[OH-].[Na+]. The catalyst is ClCCl.O. The product is [Cl:11][C:12]1[S:15][N:9]=[C:8]([C:3]2[CH:4]=[CH:5][CH:6]=[CH:7][N:2]=2)[N:10]=1. The yield is 0.420.